This data is from Forward reaction prediction with 1.9M reactions from USPTO patents (1976-2016). The task is: Predict the product of the given reaction. (1) Given the reactants [CH:1]([N:4]1[C:12]2[C:7](=[CH:8][C:9]([C:13]([O:15]C)=[O:14])=[CH:10][CH:11]=2)[CH:6]=[N:5]1)([CH3:3])[CH3:2].[OH-].[Na+], predict the reaction product. The product is: [CH:1]([N:4]1[C:12]2[C:7](=[CH:8][C:9]([C:13]([OH:15])=[O:14])=[CH:10][CH:11]=2)[CH:6]=[N:5]1)([CH3:3])[CH3:2]. (2) The product is: [CH3:15][C:16]([CH3:44])([CH3:45])[C:17]#[C:18][C:19]1[S:23][C:22]([C:24]([OH:26])=[O:25])=[C:21]([N:27]([C:28]([CH:30]2[CH2:31][CH2:32][CH:33]([CH3:36])[CH2:34][CH2:35]2)=[O:29])[CH:37]2[CH2:42][CH2:41][CH:40]([O:43][C:2]3[NH:7][C:6](=[O:8])[CH:5]=[CH:4][N:3]=3)[CH2:39][CH2:38]2)[CH:20]=1. Given the reactants Cl[C:2]1[N:7]=[C:6]([O:8]CC[Si](C)(C)C)[CH:5]=[CH:4][N:3]=1.[CH3:15][C:16]([CH3:45])([CH3:44])[C:17]#[C:18][C:19]1[S:23][C:22]([C:24]([OH:26])=[O:25])=[C:21]([N:27]([CH:37]2[CH2:42][CH2:41][CH:40]([OH:43])[CH2:39][CH2:38]2)[C:28]([CH:30]2[CH2:35][CH2:34][CH:33]([CH3:36])[CH2:32][CH2:31]2)=[O:29])[CH:20]=1.[H-].[Na+], predict the reaction product. (3) The product is: [C:35]([C:33]1[CH:34]=[C:29]([NH:28][C:27]([NH:19][C:12]2[C:13]3[C:18](=[CH:17][CH:16]=[CH:15][CH:14]=3)[C:9]([O:8][C:6]3[CH:5]=[CH:4][N:3]=[C:2]([Cl:1])[CH:7]=3)=[CH:10][CH:11]=2)=[O:26])[C:30]([O:44][CH3:45])=[C:31]([NH:39][S:40]([CH3:43])(=[O:41])=[O:42])[CH:32]=1)([CH3:38])([CH3:36])[CH3:37]. Given the reactants [Cl:1][C:2]1[CH:7]=[C:6]([O:8][C:9]2[C:18]3[C:13](=[CH:14][CH:15]=[CH:16][CH:17]=3)[C:12]([NH2:19])=[CH:11][CH:10]=2)[CH:5]=[CH:4][N:3]=1.C1([O:26][C:27](=O)[NH:28][C:29]2[CH:34]=[C:33]([C:35]([CH3:38])([CH3:37])[CH3:36])[CH:32]=[C:31]([NH:39][S:40]([CH3:43])(=[O:42])=[O:41])[C:30]=2[O:44][CH3:45])C=CC=CC=1, predict the reaction product.